This data is from Full USPTO retrosynthesis dataset with 1.9M reactions from patents (1976-2016). The task is: Predict the reactants needed to synthesize the given product. (1) Given the product [CH3:21][C:5]1[C:4]([CH2:3][OH:2])=[CH:9][CH:8]=[C:7]([C:10]2[CH:15]=[CH:14][C:13]([O:16][C:17]([F:19])([F:18])[F:20])=[CH:12][CH:11]=2)[N:6]=1, predict the reactants needed to synthesize it. The reactants are: C[O:2][C:3](=O)[C:4]1[CH:9]=[CH:8][C:7]([C:10]2[CH:15]=[CH:14][C:13]([O:16][C:17]([F:20])([F:19])[F:18])=[CH:12][CH:11]=2)=[N:6][C:5]=1[CH3:21].CC(C[AlH]CC(C)C)C. (2) Given the product [C:1]([C:5]1[CH:6]=[CH:7][C:8]([CH:11]([CH2:15][C:16]2[CH:21]=[CH:20][C:19]([N+:22]([O-:24])=[O:23])=[CH:18][CH:17]=2)[C:12]([NH:30][C:29]2[CH:31]=[CH:32][C:26]([I:25])=[CH:27][CH:28]=2)=[O:14])=[CH:9][CH:10]=1)([CH3:2])([CH3:4])[CH3:3], predict the reactants needed to synthesize it. The reactants are: [C:1]([C:5]1[CH:10]=[CH:9][C:8]([CH:11]([CH2:15][C:16]2[CH:21]=[CH:20][C:19]([N+:22]([O-:24])=[O:23])=[CH:18][CH:17]=2)[C:12]([OH:14])=O)=[CH:7][CH:6]=1)([CH3:4])([CH3:3])[CH3:2].[I:25][C:26]1[CH:32]=[CH:31][C:29]([NH2:30])=[CH:28][CH:27]=1.C1(N=C=NC2CCCCC2)CCCCC1. (3) Given the product [CH2:18]([O:17][C:15](=[O:16])[CH2:14][C:11]1[CH:12]=[C:13]2[C:8]([CH:7]=[CH:6][NH:5]2)=[CH:9][CH:10]=1)[CH3:19], predict the reactants needed to synthesize it. The reactants are: COC([N:5]1[C:13]2[C:8](=[CH:9][CH:10]=[C:11]([CH2:14][C:15]([O:17][CH2:18][CH3:19])=[O:16])[CH:12]=2)[CH:7]=[CH:6]1)=O.CNC. (4) Given the product [CH3:1][O:2][C:3]1[CH:8]=[CH:7][C:6]([CH2:9][C:10]([O:12][CH3:20])=[O:11])=[C:5]([O:13][C:14]2[CH:19]=[CH:18][CH:17]=[CH:16][CH:15]=2)[CH:4]=1, predict the reactants needed to synthesize it. The reactants are: [CH3:1][O:2][C:3]1[CH:8]=[CH:7][C:6]([CH2:9][C:10]([OH:12])=[O:11])=[C:5]([O:13][C:14]2[CH:19]=[CH:18][CH:17]=[CH:16][CH:15]=2)[CH:4]=1.[CH3:20]O. (5) Given the product [CH:56]([OH:59])=[O:58].[C:1]([C:5]1[CH:6]=[C:7]([NH:18][C:19]([NH:21][C@@H:22]2[C:31]3[C:26](=[CH:27][CH:28]=[CH:29][CH:30]=3)[C@H:25]([O:32][C:33]3[CH:34]=[CH:35][C:36]4[N:37]([C:39]([N:42]5[CH2:47][CH2:46][CH2:45][CH2:44][C@@H:43]5[CH3:48])=[N:40][N:41]=4)[CH:38]=3)[CH2:24][CH2:23]2)=[O:20])[N:8]([C:10]2[CH:15]=[CH:14][C:13]([CH2:16][N:53]3[CH2:54][CH2:55][CH:50]([F:49])[CH2:51][CH2:52]3)=[CH:12][CH:11]=2)[N:9]=1)([CH3:2])([CH3:3])[CH3:4], predict the reactants needed to synthesize it. The reactants are: [C:1]([C:5]1[CH:6]=[C:7]([NH:18][C:19]([NH:21][C@@H:22]2[C:31]3[C:26](=[CH:27][CH:28]=[CH:29][CH:30]=3)[C@H:25]([O:32][C:33]3[CH:34]=[CH:35][C:36]4[N:37]([C:39]([N:42]5[CH2:47][CH2:46][CH2:45][CH2:44][C@@H:43]5[CH3:48])=[N:40][N:41]=4)[CH:38]=3)[CH2:24][CH2:23]2)=[O:20])[N:8]([C:10]2[CH:15]=[CH:14][C:13]([CH:16]=O)=[CH:12][CH:11]=2)[N:9]=1)([CH3:4])([CH3:3])[CH3:2].[F:49][CH:50]1[CH2:55][CH2:54][NH:53][CH2:52][CH2:51]1.[C:56]([O:59][BH-](OC(=O)C)OC(=O)C)(=[O:58])C.[Na+].O.